From a dataset of Peptide-MHC class II binding affinity with 134,281 pairs from IEDB. Regression. Given a peptide amino acid sequence and an MHC pseudo amino acid sequence, predict their binding affinity value. This is MHC class II binding data. (1) The binding affinity (normalized) is 0.166. The MHC is DRB1_0405 with pseudo-sequence DRB1_0405. The peptide sequence is NVSHIQSAVVCGRRH. (2) The peptide sequence is KTFEREYPTIKQKKP. The MHC is DRB1_0301 with pseudo-sequence DRB1_0301. The binding affinity (normalized) is 0.566. (3) The MHC is H-2-IAb with pseudo-sequence H-2-IAb. The peptide sequence is ADSEITETYKEGDAV. The binding affinity (normalized) is 0. (4) The MHC is H-2-IEd with pseudo-sequence H-2-IEd. The binding affinity (normalized) is 0. The peptide sequence is TALTIAYLVGSNMTQ.